Dataset: Full USPTO retrosynthesis dataset with 1.9M reactions from patents (1976-2016). Task: Predict the reactants needed to synthesize the given product. (1) Given the product [Br:1][C:2]1[CH:3]=[C:4]2[C:9](=[CH:10][CH:11]=1)[N:8]=[CH:7][N:6]=[C:5]2[O:13][CH2:14][CH3:15], predict the reactants needed to synthesize it. The reactants are: [Br:1][C:2]1[CH:3]=[C:4]2[C:9](=[CH:10][CH:11]=1)[N:8]=[CH:7][N:6]=[C:5]2Cl.[O-:13][CH2:14][CH3:15].[Na+]. (2) Given the product [NH:50]1[C:49]2[C:53](=[CH:58][C:59]([C:2]3[N:11]=[C:10]([NH:12][CH2:13][CH:14]([C:21]4[CH:26]=[CH:25][CH:24]=[CH:23][CH:22]=4)[C:15]4[CH:16]=[N:17][CH:18]=[CH:19][CH:20]=4)[C:9]4[C:4](=[CH:5][CH:6]=[CH:7][CH:8]=4)[N:3]=3)=[CH:54][CH:48]=2)[CH:52]=[CH:51]1, predict the reactants needed to synthesize it. The reactants are: Cl[C:2]1[N:11]=[C:10]([NH:12][CH2:13][CH:14]([C:21]2[CH:26]=[CH:25][CH:24]=[CH:23][CH:22]=2)[C:15]2[CH:16]=[N:17][CH:18]=[CH:19][CH:20]=2)[C:9]2[C:4](=[CH:5][CH:6]=[CH:7][CH:8]=2)[N:3]=1.N1C=CN2C=C(C3N=C(NC[CH:48]([C:54]4[CH:59]=[CH:58]C=CC=4)[C:49]4[NH:50][CH:51]=[CH:52][CH:53]=4)C4C(=CC=CC=4)N=3)C=CC=12. (3) Given the product [CH3:22][NH:23][CH:14]1[CH2:15][CH2:16][N:11]([C:8]2[CH:9]=[CH:10][N:5]=[CH:6][CH:7]=2)[CH2:12][CH2:13]1, predict the reactants needed to synthesize it. The reactants are: C(O)(=O)C.[N:5]1[CH:10]=[CH:9][C:8]([N:11]2[CH2:16][CH2:15][C:14](=O)[CH2:13][CH2:12]2)=[CH:7][CH:6]=1.Cl.CN.[BH3-][C:22]#[N:23].[Na+]. (4) Given the product [Cl:14][C:1]1[C:10]2[C:5](=[CH:6][CH:7]=[CH:8][CH:9]=2)[CH2:4][CH2:3][N:2]=1, predict the reactants needed to synthesize it. The reactants are: [C:1]1(=O)[C:10]2[C:5](=[CH:6][CH:7]=[CH:8][CH:9]=2)[CH2:4][CH2:3][NH:2]1.P(Cl)(Cl)([Cl:14])=O. (5) Given the product [F:1][C:2]1[CH:10]=[C:9]2[C:5]([CH2:6][C:7](=[N:20][OH:19])[C:8]2=[O:11])=[CH:4][C:3]=1[O:12][CH3:13], predict the reactants needed to synthesize it. The reactants are: [F:1][C:2]1[CH:10]=[C:9]2[C:5]([CH2:6][CH2:7][C:8]2=[O:11])=[CH:4][C:3]=1[O:12][CH3:13].Cl.C([O:19][N:20]=O)CCC.